Task: Predict the reactants needed to synthesize the given product.. Dataset: Retrosynthesis with 50K atom-mapped reactions and 10 reaction types from USPTO (1) Given the product COc1cccc(N=Cc2cccnc2OC)c1, predict the reactants needed to synthesize it. The reactants are: COc1cccc(N)c1.COc1ncccc1C=O. (2) Given the product COc1ccc(CN2CCc3nc(NC(=O)N[C@H](C)c4ccccc4)cc4c3c2nn4C(c2ccccc2)(c2ccccc2)c2ccccc2)cc1, predict the reactants needed to synthesize it. The reactants are: COc1ccc(CN2CCc3nc(Cl)cc4c3c2nn4C(c2ccccc2)(c2ccccc2)c2ccccc2)cc1.C[C@@H](NC(N)=O)c1ccccc1. (3) The reactants are: COC(=O)CCc1cccc(CNCc2ccc(-c3nccs3)cc2)c1.O=S(=O)(Cl)c1ccc(Cl)cc1. Given the product COC(=O)CCc1cccc(CN(Cc2ccc(-c3nccs3)cc2)S(=O)(=O)c2ccc(Cl)cc2)c1, predict the reactants needed to synthesize it. (4) Given the product Cc1cccc(Nc2nc(-c3ccc(Br)cc3)cs2)n1, predict the reactants needed to synthesize it. The reactants are: Cc1cccc(NC(N)=S)n1.O=C(CBr)c1ccc(Br)cc1.